Dataset: Reaction yield outcomes from USPTO patents with 853,638 reactions. Task: Predict the reaction yield, written as a fraction of the theoretical maximum amount of product (1.0 means a 100% yield; for example, 0.34 means a 34% yield). (1) The reactants are [CH3:1][O:2][C:3](=[O:11])[C:4]1[CH:9]=[CH:8][CH:7]=[N:6][C:5]=1[NH2:10].C(=O)(O)[O-].[Na+].[N+:17]([O-])([OH:19])=[O:18]. The catalyst is S(=O)(=O)(O)O. The product is [CH3:1][O:2][C:3](=[O:11])[C:4]1[CH:9]=[C:8]([N+:17]([O-:19])=[O:18])[CH:7]=[N:6][C:5]=1[NH2:10]. The yield is 0.350. (2) The reactants are [F:1][C:2]1[CH:7]=[C:6]([F:8])[CH:5]=[CH:4][C:3]=1[CH:9]1[CH2:14][C:13](=[O:15])[NH:12][C:11]([CH3:16])=[C:10]1[C:17]([O:19]C)=[O:18].[OH-].[Na+]. The catalyst is CO. The product is [F:1][C:2]1[CH:7]=[C:6]([F:8])[CH:5]=[CH:4][C:3]=1[CH:9]1[CH2:14][C:13](=[O:15])[NH:12][C:11]([CH3:16])=[C:10]1[C:17]([OH:19])=[O:18]. The yield is 0.500. (3) The reactants are [C:1]1([S:7]([C:10]2[C:18]3[C:13](=[CH:14][CH:15]=[C:16]([O:19][CH2:20][CH2:21]OS(C4C=CC(C)=CC=4)(=O)=O)[CH:17]=3)[NH:12][N:11]=2)(=[O:9])=[O:8])[CH:6]=[CH:5][CH:4]=[CH:3][CH:2]=1.C1COCC1.[CH3:38][NH:39][CH3:40]. No catalyst specified. The product is [C:1]1([S:7]([C:10]2[C:18]3[C:13](=[CH:14][CH:15]=[C:16]([O:19][CH2:20][CH2:21][N:39]([CH3:40])[CH3:38])[CH:17]=3)[NH:12][N:11]=2)(=[O:9])=[O:8])[CH:6]=[CH:5][CH:4]=[CH:3][CH:2]=1. The yield is 0.671. (4) The reactants are C([O:3][C:4](=[O:41])[CH2:5][CH2:6][NH:7][C:8](=[O:40])[C:9]1[CH:14]=[C:13]([Cl:15])[C:12]([O:16][C:17]2[C:22]([C:23]([N:25]3[C:34]4[C:29](=[CH:30][CH:31]=[CH:32][CH:33]=4)[N:28]([CH:35]4[CH2:37][CH2:36]4)[CH2:27][CH2:26]3)=[O:24])=[CH:21][N:20]=[C:19]([CH3:38])[CH:18]=2)=[CH:11][C:10]=1[Cl:39])C.O.O.[OH-].[Li+].Cl. The catalyst is O1CCOCC1.C(OCC)(=O)C. The product is [Cl:39][C:10]1[CH:11]=[C:12]([O:16][C:17]2[C:22]([C:23]([N:25]3[C:34]4[C:29](=[CH:30][CH:31]=[CH:32][CH:33]=4)[N:28]([CH:35]4[CH2:37][CH2:36]4)[CH2:27][CH2:26]3)=[O:24])=[CH:21][N:20]=[C:19]([CH3:38])[CH:18]=2)[C:13]([Cl:15])=[CH:14][C:9]=1[C:8]([NH:7][CH2:6][CH2:5][C:4]([OH:41])=[O:3])=[O:40]. The yield is 1.00. (5) The reactants are Br[C:2]1[CH:7]=[C:6]([CH3:8])[C:5]([C:9]([F:12])([F:11])[F:10])=[CH:4][C:3]=1[N+:13]([O-:15])=[O:14].[Cu][C:17]#[N:18].Cl. The catalyst is CN1CCCC1=O. The product is [CH3:8][C:6]1[C:5]([C:9]([F:12])([F:11])[F:10])=[CH:4][C:3]([N+:13]([O-:15])=[O:14])=[C:2]([CH:7]=1)[C:17]#[N:18]. The yield is 0.880.